Dataset: Forward reaction prediction with 1.9M reactions from USPTO patents (1976-2016). Task: Predict the product of the given reaction. (1) Given the reactants [CH3:1][C:2]1[S:6][C:5]([C:7]2[CH:12]=[CH:11][C:10]([C:13]([F:16])([F:15])[F:14])=[CH:9][CH:8]=2)=[N:4][C:3]=1[CH2:17][CH2:18][O:19][C:20]1[CH:29]=[CH:28][C:23]([C:24]([NH:26][NH2:27])=[O:25])=[CH:22][CH:21]=1.N1C=CC=CC=1.[C:36]1([O:42]C(Cl)=O)C=CC=CC=1.C1CCN2C(=NCCC2)CC1, predict the reaction product. The product is: [CH3:1][C:2]1[S:6][C:5]([C:7]2[CH:12]=[CH:11][C:10]([C:13]([F:16])([F:15])[F:14])=[CH:9][CH:8]=2)=[N:4][C:3]=1[CH2:17][CH2:18][O:19][C:20]1[CH:21]=[CH:22][C:23]([C:24]2[O:25][C:36](=[O:42])[NH:27][N:26]=2)=[CH:28][CH:29]=1. (2) Given the reactants [F:1][C:2]1[C:7]([N:8]2[C:12](SC3C=CC=C(C)C=3)=[CH:11][C:10]([C:21]([O:23][CH2:24][CH3:25])=[O:22])=[N:9]2)=[CH:6][CH:5]=[CH:4][N:3]=1.Cl[C:27]1[CH:32]=[CH:31][CH:30]=[C:29]([C:33](OO)=O)[CH:28]=1.[S:37]([O-:41])([O-])(=[O:39])=S.[Na+].[Na+], predict the reaction product. The product is: [F:1][C:2]1[C:7]([N:8]2[C:12]([S:37]([C:27]3[CH:32]=[CH:31][CH:30]=[C:29]([CH3:33])[CH:28]=3)(=[O:41])=[O:39])=[CH:11][C:10]([C:21]([O:23][CH2:24][CH3:25])=[O:22])=[N:9]2)=[CH:6][CH:5]=[CH:4][N:3]=1. (3) Given the reactants [CH3:1][O:2][C:3]([C:5]1[C:6]([NH2:15])=[C:7](Br)[CH:8]=[C:9]2[C:13]=1[NH:12][N:11]=[CH:10]2)=[O:4].C(OCC)(=O)C.C(OC)(C)(C)C.[CH3:28][N:29](C)C=O, predict the reaction product. The product is: [CH3:1][O:2][C:3]([C:5]1[C:6]([NH2:15])=[C:7]([C:28]#[N:29])[CH:8]=[C:9]2[C:13]=1[NH:12][N:11]=[CH:10]2)=[O:4]. (4) The product is: [C:1]([O:4][CH2:5][CH:6]([N:12]1[CH:21]=[CH:20][C:19]2[C:14](=[CH:15][CH:16]=[CH:17][C:18]=2[I:32])[C:13]1=[O:23])[CH2:7][O:8][C:9](=[O:11])[CH3:10])(=[O:3])[CH3:2]. Given the reactants [C:1]([O:4][CH2:5][CH:6]([N:12]1[CH:21]=[CH:20][C:19]2[C:14](=[CH:15][CH:16]=[CH:17][C:18]=2N)[C:13]1=[O:23])[CH2:7][O:8][C:9](=[O:11])[CH3:10])(=[O:3])[CH3:2].N([O-])=O.[Na+].CS(C)=O.[IH:32].C([O-])(O)=O.[Na+], predict the reaction product. (5) The product is: [OH:22][C:17]1[CH:18]=[C:19]2[C:14](=[CH:15][CH:16]=1)[N:13]=[CH:12][C:11]1[O:10][CH2:9][CH:8]([C@H:5]3[CH2:4][CH2:3][C@H:2]([NH:1][C:34]([C:31]4[CH:32]=[CH:33][C:27]5[S:26][CH2:25][C:24](=[O:23])[NH:29][C:28]=5[CH:30]=4)=[O:35])[CH2:7][CH2:6]3)[CH2:21][C:20]2=1. Given the reactants [NH2:1][C@H:2]1[CH2:7][CH2:6][C@H:5]([CH:8]2[CH2:21][C:20]3[C:19]4[C:14](=[CH:15][CH:16]=[C:17]([OH:22])[CH:18]=4)[N:13]=[CH:12][C:11]=3[O:10][CH2:9]2)[CH2:4][CH2:3]1.[O:23]=[C:24]1[NH:29][C:28]2[CH:30]=[C:31]([C:34](O)=[O:35])[CH:32]=[CH:33][C:27]=2[S:26][CH2:25]1, predict the reaction product. (6) The product is: [Cl:20][C:4]1[CH:3]=[C:2]([NH:1][CH2:23][C:22]([OH:26])=[O:25])[CH:18]=[C:17]([Cl:19])[C:5]=1[O:6][C:7]1[CH:8]=[C:9]([CH:14]([CH3:16])[CH3:15])[C:10](=[O:13])[NH:11][N:12]=1. Given the reactants [NH2:1][C:2]1[CH:18]=[C:17]([Cl:19])[C:5]([O:6][C:7]2[CH:8]=[C:9]([CH:14]([CH3:16])[CH3:15])[C:10](=[O:13])[NH:11][N:12]=2)=[C:4]([Cl:20])[CH:3]=1.O.[C:22]([OH:26])(=[O:25])[CH:23]=O.C(O)(=O)C.S([O-])([O-])(=O)=O.[Mg+2].C([BH3-])#N, predict the reaction product. (7) Given the reactants [C:1]([O:5][C:6]([N:8]1[CH2:13][CH:12]=[C:11]([C:14]2[CH:19]=[CH:18][C:17](B3OCC(C)(C)CO3)=[C:16]([F:28])[CH:15]=2)[CH2:10][CH2:9]1)=[O:7])([CH3:4])([CH3:3])[CH3:2].Cl[C:30]1[N:35]=[CH:34][C:33]([F:36])=[CH:32][N:31]=1.C(=O)([O-])[O-].[Na+].[Na+].C1(C)C=CC=CC=1, predict the reaction product. The product is: [C:1]([O:5][C:6]([N:8]1[CH2:13][CH:12]=[C:11]([C:14]2[CH:19]=[CH:18][C:17]([C:30]3[N:35]=[CH:34][C:33]([F:36])=[CH:32][N:31]=3)=[C:16]([F:28])[CH:15]=2)[CH2:10][CH2:9]1)=[O:7])([CH3:2])([CH3:4])[CH3:3].